Predict which catalyst facilitates the given reaction. From a dataset of Catalyst prediction with 721,799 reactions and 888 catalyst types from USPTO. (1) Reactant: [Br:1][C:2]1[CH:30]=[CH:29][C:5]([CH2:6][N:7]([CH2:18][CH:19]([NH:21]C(OC(C)(C)C)=O)[CH3:20])[C:8](=[O:17])[O:9][CH2:10][C:11]2[CH:16]=[CH:15][CH:14]=[CH:13][CH:12]=2)=[C:4]([F:31])[CH:3]=1.[F:32][C:33]([F:38])([F:37])[C:34]([OH:36])=[O:35]. Product: [F:32][C:33]([F:38])([F:37])[C:34]([OH:36])=[O:35].[NH2:21][CH:19]([CH3:20])[CH2:18][N:7]([CH2:6][C:5]1[CH:29]=[CH:30][C:2]([Br:1])=[CH:3][C:4]=1[F:31])[C:8](=[O:17])[O:9][CH2:10][C:11]1[CH:12]=[CH:13][CH:14]=[CH:15][CH:16]=1. The catalyst class is: 2. (2) Product: [CH:1]([N:14]1[CH2:17][CH:16]([CH2:18][O:19][C:20]2[C:32]([CH:35]3[CH2:37][CH2:36]3)=[CH:31][C:23]([C:24]([O:26][C:27]([CH3:30])([CH3:29])[CH3:28])=[O:25])=[C:22]([F:34])[CH:21]=2)[CH2:15]1)([C:8]1[CH:13]=[CH:12][CH:11]=[CH:10][CH:9]=1)[C:2]1[CH:7]=[CH:6][CH:5]=[CH:4][CH:3]=1. The catalyst class is: 93. Reactant: [CH:1]([N:14]1[CH2:17][CH:16]([CH2:18][O:19][C:20]2[C:32](Cl)=[CH:31][C:23]([C:24]([O:26][C:27]([CH3:30])([CH3:29])[CH3:28])=[O:25])=[C:22]([F:34])[CH:21]=2)[CH2:15]1)([C:8]1[CH:13]=[CH:12][CH:11]=[CH:10][CH:9]=1)[C:2]1[CH:7]=[CH:6][CH:5]=[CH:4][CH:3]=1.[CH:35]1(B(O)O)[CH2:37][CH2:36]1.P([O-])([O-])([O-])=O.[K+].[K+].[K+]. (3) Reactant: [F:1][C:2]([F:7])([F:6])[C:3]([NH2:5])=[O:4].CC(C)([O-])C.[Na+].BrN1C(C)(C)C(=O)N(Br)C1=O.[F:25][C:26]1[C:27]([C:46]2[C:54]3[O:53][CH:52]=[CH:51][C:50]=3[C:49]([F:55])=[CH:48][CH:47]=2)=[CH:28][C:29]([NH:32][C:33]2[CH:38]=[C:37]([CH2:39][S:40][CH3:41])[CH:36]=[C:35]([C:42]([F:45])([F:44])[F:43])[N:34]=2)=[N:30][CH:31]=1.S([O-])([O-])=O.[Na+].[Na+]. Product: [F:1][C:2]([F:7])([F:6])[C:3]([N:5]=[S:40]([CH2:39][C:37]1[CH:36]=[C:35]([C:42]([F:45])([F:43])[F:44])[N:34]=[C:33]([NH:32][C:29]2[CH:28]=[C:27]([C:46]3[C:54]4[O:53][CH:52]=[CH:51][C:50]=4[C:49]([F:55])=[CH:48][CH:47]=3)[C:26]([F:25])=[CH:31][N:30]=2)[CH:38]=1)[CH3:41])=[O:4]. The catalyst class is: 155. (4) Reactant: C([O-])([O-])=[O:2].C([O-])([O-])=O.OO.OO.OO.[Na+].[Na+].[Na+].[Na+].[CH3:19][O:20][C:21](=[O:30])[CH2:22][CH2:23][CH2:24][CH2:25][C:26](=[O:29])[CH:27]=[CH2:28].O. Product: [CH3:19][O:20][C:21](=[O:30])[CH2:22][CH2:23][CH2:24][CH2:25][C:26](=[O:29])[CH:27]1[O:2][CH2:28]1. The catalyst class is: 5. (5) Reactant: N#N.[CH2:3]([N:10]1[CH2:14][CH2:13][C@H:12]([C@@H:15]([OH:20])[CH2:16][CH:17]([CH3:19])[CH3:18])[CH2:11]1)[C:4]1[CH:9]=[CH:8][CH:7]=[CH:6][CH:5]=1.[H-].[Na+].[Cl:23][C:24]1[N:29]=[C:28]([CH3:30])[C:27](F)=[CH:26][CH:25]=1. Product: [CH2:3]([N:10]1[CH2:14][CH2:13][C@H:12]([C@@H:15]([O:20][C:27]2[C:28]([CH3:30])=[N:29][C:24]([Cl:23])=[CH:25][CH:26]=2)[CH2:16][CH:17]([CH3:18])[CH3:19])[CH2:11]1)[C:4]1[CH:9]=[CH:8][CH:7]=[CH:6][CH:5]=1. The catalyst class is: 44. (6) Reactant: [C:1]1(B(O)O)[CH:6]=[CH:5][CH:4]=[CH:3][CH:2]=1.C(=O)([O-])[O-].[Cs+].[Cs+].O.Br[C:18]1[CH:23]=[CH:22][CH:21]=[C:20]([N+:24]([O-:26])=[O:25])[C:19]=1[O:27][CH2:28][C@@H:29]([C:38]([OH:40])=[O:39])[NH:30][C:31]([O:33][C:34]([CH3:37])([CH3:36])[CH3:35])=[O:32]. Product: [C:34]([O:33][C:31]([NH:30][C@H:29]([C:38]([OH:40])=[O:39])[CH2:28][O:27][C:19]1[C:20]([N+:24]([O-:26])=[O:25])=[CH:21][CH:22]=[CH:23][C:18]=1[C:1]1[CH:6]=[CH:5][CH:4]=[CH:3][CH:2]=1)=[O:32])([CH3:37])([CH3:36])[CH3:35]. The catalyst class is: 294. (7) Reactant: [C:1]([O:4][CH2:5][CH2:6][CH2:7][CH2:8][CH2:9][C:10](Cl)=[O:11])(=[O:3])[CH3:2].[Cl-].[Al+3].[Cl-].[Cl-].[CH2:17]1[C:27]2=[C:28]3[C:23](=[CH:24][CH:25]=[CH:26]2)[CH2:22][CH2:21][CH2:20][N:19]3[C:18]1=[O:29].O. Product: [C:1]([O:4][CH2:5][CH2:6][CH2:7][CH2:8][CH2:9][C:10]([CH:21]1[CH2:22][C:23]2[C:28]3=[C:27]([CH2:17][C:18](=[O:29])[N:19]3[CH2:20]1)[CH:26]=[CH:25][CH:24]=2)=[O:11])(=[O:3])[CH3:2]. The catalyst class is: 2. (8) Reactant: [Si:1]([O:8][C@H:9]([C:15]1[CH:20]=[CH:19][C:18]([C@H:21]2[CH2:25][CH2:24][C:23](=[O:26])[C@@H:22]2[C:27]([O:29][C@@H:30]2[C@H](N(S(C3C=CC=CC=3)(=O)=O)C3C=C(C)C=C(C)C=3)[C@@H]3C(C)(C)[C@@]2(C)CC3)=[O:28])=[CH:17][CH:16]=1)[CH2:10][CH2:11][CH2:12][CH2:13][CH3:14])([C:4]([CH3:7])([CH3:6])[CH3:5])([CH3:3])[CH3:2]. Product: [Si:1]([O:8][C@H:9]([C:15]1[CH:20]=[CH:19][C:18]([C@H:21]2[CH2:25][CH2:24][C:23](=[O:26])[C@@H:22]2[C:27]([O:29][CH3:30])=[O:28])=[CH:17][CH:16]=1)[CH2:10][CH2:11][CH2:12][CH2:13][CH3:14])([C:4]([CH3:7])([CH3:5])[CH3:6])([CH3:3])[CH3:2]. The catalyst class is: 5.